Dataset: Reaction yield outcomes from USPTO patents with 853,638 reactions. Task: Predict the reaction yield, written as a fraction of the theoretical maximum amount of product (1.0 means a 100% yield; for example, 0.34 means a 34% yield). (1) The reactants are [Cl:1][C:2]1[CH:3]=[C:4]([N:9]2[C:14](=[O:15])[CH:13]=[C:12]([OH:16])[C:11]([C:17]([O:19][CH3:20])=[O:18])=[N:10]2)[CH:5]=[CH:6][C:7]=1[Cl:8].C([O-])([O-])=O.[K+].[K+].CS(O[CH:32]1[CH2:37][CH2:36][N:35]([C:38]([O:40][C:41]([CH3:44])([CH3:43])[CH3:42])=[O:39])[CH2:34][CH2:33]1)(=O)=O.CCOC(C)=O. The catalyst is CN(C=O)C.O. The product is [C:41]([O:40][C:38]([N:35]1[CH2:36][CH2:37][CH:32]([O:16][C:12]2[C:11]([C:17]([O:19][CH3:20])=[O:18])=[N:10][N:9]([C:4]3[CH:5]=[CH:6][C:7]([Cl:8])=[C:2]([Cl:1])[CH:3]=3)[C:14](=[O:15])[CH:13]=2)[CH2:33][CH2:34]1)=[O:39])([CH3:44])([CH3:42])[CH3:43]. The yield is 0.142. (2) The reactants are COC1C=CC(C[N:8](CC2C=CC(OC)=CC=2)[C:9]2[N:14]=[CH:13][C:12]([C:15]3[C:16]4[CH2:29][CH2:28][N:27]([C:30]5[CH:38]=[CH:37][C:33]([C:34]([OH:36])=O)=[CH:32][C:31]=5[F:39])[C:17]=4[N:18]=[C:19]([N:21]4[CH2:26][CH2:25][O:24][CH2:23][CH2:22]4)[N:20]=3)=[CH:11][N:10]=2)=CC=1.C1C=CC2N(O)N=NC=2C=1.[NH:61]1[CH2:66][CH2:65][O:64][CH2:63][CH2:62]1. The catalyst is ClCCl. The product is [NH2:8][C:9]1[N:10]=[CH:11][C:12]([C:15]2[C:16]3[CH2:29][CH2:28][N:27]([C:30]4[CH:38]=[CH:37][C:33]([C:34]([N:61]5[CH2:66][CH2:65][O:64][CH2:63][CH2:62]5)=[O:36])=[CH:32][C:31]=4[F:39])[C:17]=3[N:18]=[C:19]([N:21]3[CH2:22][CH2:23][O:24][CH2:25][CH2:26]3)[N:20]=2)=[CH:13][N:14]=1. The yield is 0.960. (3) The reactants are Br[CH2:2][C:3]1[CH:4]=[CH:5][C:6]([C:9]2[CH:14]=[C:13]([O:15][C:16]([F:19])([F:18])[F:17])[CH:12]=[CH:11][C:10]=2[S:20]([NH:23][C:24]([CH3:27])([CH3:26])[CH3:25])(=[O:22])=[O:21])=[N:7][CH:8]=1.[NH:28]1[CH2:33][CH2:32][O:31][CH2:30][CH2:29]1.C([O-])([O-])=O.[K+].[K+]. The catalyst is CN(C=O)C. The product is [C:24]([NH:23][S:20]([C:10]1[CH:11]=[CH:12][C:13]([O:15][C:16]([F:18])([F:17])[F:19])=[CH:14][C:9]=1[C:6]1[CH:5]=[CH:4][C:3]([CH2:2][N:28]2[CH2:33][CH2:32][O:31][CH2:30][CH2:29]2)=[CH:8][N:7]=1)(=[O:21])=[O:22])([CH3:25])([CH3:26])[CH3:27]. The yield is 0.350. (4) The reactants are Br[C:2]1[CH:7]=[CH:6][C:5]([Si:8]([C:23]2[CH:28]=[CH:27][C:26](Br)=[CH:25][CH:24]=2)([C:16]2[CH:21]=[CH:20][C:19](Br)=[CH:18][CH:17]=2)[C:9]2[CH:14]=[CH:13][C:12](Br)=[CH:11][CH:10]=2)=[CH:4][CH:3]=1.[CH2:30]=[CH:31][C:32]1[CH:37]=[CH:36][CH:35]=[CH:34][CH:33]=1.C([O-])([O-])=O.[K+].[K+]. The catalyst is [N+](CCCC)(CCCC)(CCCC)CCCC.[Br-].CC([O-])=O.CC([O-])=O.[Pd+2].CC(N(C)C)=O. The product is [C:6]1([CH:30]=[CH:31][C:32]2[CH:37]=[CH:36][CH:35]=[CH:34][CH:33]=2)[CH:7]=[CH:2][CH:3]=[CH:4][C:5]=1[Si:8]([C:23]1[CH:28]=[CH:27][CH:26]=[CH:25][C:24]=1[CH:30]=[CH:31][C:32]1[CH:37]=[CH:36][CH:35]=[CH:34][CH:33]=1)([C:16]1[CH:21]=[CH:20][CH:19]=[CH:18][C:17]=1[CH:30]=[CH:31][C:32]1[CH:37]=[CH:36][CH:35]=[CH:34][CH:33]=1)[C:9]1[CH:14]=[CH:13][CH:12]=[CH:11][C:10]=1[CH:30]=[CH:31][C:32]1[CH:37]=[CH:36][CH:35]=[CH:34][CH:33]=1. The yield is 0.520. (5) The reactants are C([N:3]([CH2:6][CH3:7])CC)C.[CH3:8][S:9](Cl)(=[O:11])=[O:10].C[S-].[Na+].Cl[C:17]1[CH:18]=[C:19]([CH:24]=[CH:25]C=1)[C:20](OO)=O. The catalyst is C(Cl)Cl. The product is [CH3:8][S:9]([CH:24]([C:19]1[CH:20]=[CH:7][C:6]([NH2:3])=[CH:17][CH:18]=1)[CH3:25])(=[O:11])=[O:10]. The yield is 0.570. (6) The reactants are Br[C:2]1[CH:7]=[C:6]([C:8]([CH3:11])([CH3:10])[CH3:9])[C:5]([N+:12]([O-:14])=[O:13])=[CH:4][C:3]=1[NH2:15].CCN(CC)CC.[CH3:23][Si:24]([C:27]#[CH:28])([CH3:26])[CH3:25]. The catalyst is C1(C)C=CC=CC=1.O.Cl[Pd](Cl)([P](C1C=CC=CC=1)(C1C=CC=CC=1)C1C=CC=CC=1)[P](C1C=CC=CC=1)(C1C=CC=CC=1)C1C=CC=CC=1.[Cu]I. The product is [C:8]([C:6]1[C:5]([N+:12]([O-:14])=[O:13])=[CH:4][C:3]([NH:15][C:28]#[C:27][Si:24]([CH3:26])([CH3:25])[CH3:23])=[CH:2][CH:7]=1)([CH3:11])([CH3:10])[CH3:9]. The yield is 0.810. (7) The reactants are [O:1]1[C:5]2([CH2:10][CH2:9][C:8](=O)[CH2:7][CH2:6]2)[O:4][CH2:3][CH2:2]1.N1[C:16]2[CH:17]=[CH:18][CH:19]=[CH:20][C:15]=2N=N1.[NH:21]1[CH2:25][CH2:24][CH2:23][CH2:22]1.O. The catalyst is C1C=CC=CC=1. The product is [C:15]1([C:8]2([N:21]3[CH2:25][CH2:24][CH2:23][CH2:22]3)[CH2:9][CH2:10][C:5]3([O:4][CH2:3][CH2:2][O:1]3)[CH2:6][CH2:7]2)[CH:20]=[CH:19][CH:18]=[CH:17][CH:16]=1. The yield is 0.130. (8) The reactants are [F:1][C:2]1[C:7]([C:8]#[N:9])=[C:6]([NH:10][C:11]2[CH:16]=[CH:15][CH:14]=[CH:13][N:12]=2)[C:5]([N+:17]([O-])=O)=[CH:4][CH:3]=1.[Cl-].[NH4+]. The catalyst is CO.O.[Fe]. The product is [NH2:17][C:5]1[C:6]([NH:10][C:11]2[CH:16]=[CH:15][CH:14]=[CH:13][N:12]=2)=[C:7]([C:2]([F:1])=[CH:3][CH:4]=1)[C:8]#[N:9]. The yield is 0.540. (9) The reactants are [NH:1]1[CH2:7][CH2:6][CH2:5][CH2:4][C:3]2[CH:8]=[CH:9][CH:10]=[CH:11][C:2]1=2.[N+:12]([O-])([O-:14])=[O:13].[K+].N. The catalyst is OS(O)(=O)=O. The product is [N+:12]([C:10]1[CH:9]=[CH:8][C:3]2[CH2:4][CH2:5][CH2:6][CH2:7][NH:1][C:2]=2[CH:11]=1)([O-:14])=[O:13]. The yield is 0.510. (10) No catalyst specified. The product is [Cl:1][C:2]1[CH:7]=[C:6]([N+:8]([O-:10])=[O:9])[CH:5]=[CH:4][C:3]=1[O:11][CH2:16][C:15]1[CH:18]=[CH:19][CH:20]=[C:13]([F:12])[CH:14]=1. The reactants are [Cl:1][C:2]1[CH:7]=[C:6]([N+:8]([O-:10])=[O:9])[CH:5]=[CH:4][C:3]=1[OH:11].[F:12][C:13]1[CH:14]=[C:15]([CH:18]=[CH:19][CH:20]=1)[CH2:16]Br. The yield is 0.840.